Task: Predict the reactants needed to synthesize the given product.. Dataset: Full USPTO retrosynthesis dataset with 1.9M reactions from patents (1976-2016) (1) Given the product [Cl:1][C:2]1[CH:3]=[C:4]([NH:8][C:9]([C:11]2[O:12][C:13]3[C:19]([NH:20][C:21](=[O:23])[CH3:22])=[CH:18][CH:17]=[CH:16][C:14]=3[CH:15]=2)=[N:10][OH:32])[CH:5]=[CH:6][CH:7]=1, predict the reactants needed to synthesize it. The reactants are: [Cl:1][C:2]1[CH:3]=[C:4]([N:8](OC2CCCCO2)[C:9]([C:11]2[O:12][C:13]3[C:19]([NH:20][C:21](=[O:23])[CH3:22])=[CH:18][CH:17]=[CH:16][C:14]=3[CH:15]=2)=[NH:10])[CH:5]=[CH:6][CH:7]=1.C[OH:32]. (2) Given the product [C:1]([O:5][C:6]([N:8]1[CH2:13][CH:12]=[CH:11][CH2:10][CH:9]1[C:14]1[CH:19]=[CH:18][C:17]([NH2:42])=[CH:16][CH:15]=1)=[O:7])([CH3:4])([CH3:3])[CH3:2], predict the reactants needed to synthesize it. The reactants are: [C:1]([O:5][C:6]([N:8]1[CH2:13][CH:12]=[CH:11][CH2:10][CH:9]1[C:14]1[CH:19]=[CH:18][C:17](Br)=[CH:16][CH:15]=1)=[O:7])([CH3:4])([CH3:3])[CH3:2].C(Cl)(Cl)Cl.P(C(C)(C)C)(C(C)(C)C)C(C)(C)C.C[Si]([N-:42][Si](C)(C)C)(C)C.[K+].[Br-]. (3) The reactants are: [CH3:1][O:2][C:3]1[CH:11]=[CH:10][CH:9]=[C:8]([CH2:12][CH2:13][CH2:14][CH2:15][CH2:16][CH2:17][CH2:18][CH2:19][CH2:20][CH2:21][CH2:22][CH2:23][CH2:24][CH2:25][CH3:26])[C:4]=1[C:5](Cl)=[O:6].[NH2:27][C:28]1[CH:29]=[CH:30][C:31]([N+:38]([O-:40])=[O:39])=[C:32]([C:34]([F:37])([F:36])[F:35])[CH:33]=1.C(N(CC)CC)C. Given the product [CH3:1][O:2][C:3]1[CH:11]=[CH:10][CH:9]=[C:8]([CH2:12][CH2:13][CH2:14][CH2:15][CH2:16][CH2:17][CH2:18][CH2:19][CH2:20][CH2:21][CH2:22][CH2:23][CH2:24][CH2:25][CH3:26])[C:4]=1[C:5]([NH:27][C:28]1[CH:29]=[CH:30][C:31]([N+:38]([O-:40])=[O:39])=[C:32]([C:34]([F:35])([F:36])[F:37])[CH:33]=1)=[O:6], predict the reactants needed to synthesize it. (4) Given the product [Cl:1][C:2]1[CH:3]=[C:4]([NH:9][C:10]2[C:19]3[C:14](=[CH:15][C:16]([O:23][CH2:24][CH2:25][CH2:26][N:35]4[CH2:34][CH2:33][N:32]([CH:38]5[CH2:42][O:41][C:40](=[O:43])[CH2:39]5)[CH2:37][CH2:36]4)=[C:17]([N+:20]([O-:22])=[O:21])[CH:18]=3)[N:13]=[CH:12][N:11]=2)[CH:5]=[CH:6][C:7]=1[F:8], predict the reactants needed to synthesize it. The reactants are: [Cl:1][C:2]1[CH:3]=[C:4]([NH:9][C:10]2[C:19]3[C:14](=[CH:15][C:16]([O:23][CH2:24][CH2:25][CH2:26]OS(C)(=O)=O)=[C:17]([N+:20]([O-:22])=[O:21])[CH:18]=3)[N:13]=[CH:12][N:11]=2)[CH:5]=[CH:6][C:7]=1[F:8].[N:32]1([CH:38]2[CH2:42][O:41][C:40](=[O:43])[CH2:39]2)[CH2:37][CH2:36][NH:35][CH2:34][CH2:33]1.FC(F)(F)C(O)=O.[I-].[Na+].C(=O)([O-])[O-].[K+].[K+]. (5) Given the product [CH:2]([C:3]1[C:8]([CH3:9])=[CH:7][C:6]([NH:10][C:11]([CH2:13][CH2:14][CH2:15][CH2:16][N:17]([CH3:44])[C:18]([CH2:20][CH2:21][N:22]2[CH2:23][CH2:24][CH:25]([O:28][C:29](=[O:43])[NH:30][C:31]3[CH:36]=[CH:35][CH:34]=[CH:33][C:32]=3[C:37]3[CH:42]=[CH:41][CH:40]=[CH:39][CH:38]=3)[CH2:26][CH2:27]2)=[O:19])=[O:12])=[C:5]([CH3:45])[CH:4]=1)=[O:1], predict the reactants needed to synthesize it. The reactants are: [OH:1][CH2:2][C:3]1[C:8]([CH3:9])=[CH:7][C:6]([NH:10][C:11]([CH2:13][CH2:14][CH2:15][CH2:16][N:17]([CH3:44])[C:18]([CH2:20][CH2:21][N:22]2[CH2:27][CH2:26][CH:25]([O:28][C:29](=[O:43])[NH:30][C:31]3[CH:36]=[CH:35][CH:34]=[CH:33][C:32]=3[C:37]3[CH:42]=[CH:41][CH:40]=[CH:39][CH:38]=3)[CH2:24][CH2:23]2)=[O:19])=[O:12])=[C:5]([CH3:45])[CH:4]=1.CS(C)=O.C(N(CC)C(C)C)(C)C.O. (6) Given the product [F:10][C:9]([F:12])([F:11])[C@@H:8]([C:4]1[CH:5]=[N:6][CH:7]=[C:2]([B:17]2[O:18][C:19]([CH3:21])([CH3:20])[C:15]([CH3:31])([CH3:14])[O:16]2)[CH:3]=1)[OH:13], predict the reactants needed to synthesize it. The reactants are: Br[C:2]1[CH:3]=[C:4]([C@@H:8]([OH:13])[C:9]([F:12])([F:11])[F:10])[CH:5]=[N:6][CH:7]=1.[CH3:14][C:15]1([CH3:31])[C:19]([CH3:21])([CH3:20])[O:18][B:17]([B:17]2[O:18][C:19]([CH3:21])([CH3:20])[C:15]([CH3:31])([CH3:14])[O:16]2)[O:16]1.CC([O-])=O.[K+]. (7) Given the product [Cl:1][C:2]1[CH:18]=[C:17]([O:19][CH2:20][CH:21]=[C:22]([Cl:24])[Cl:23])[CH:16]=[C:15]([Cl:25])[C:3]=1[O:4][CH2:5][CH2:6][CH2:7][CH2:8][CH2:9][O:10][CH2:11][C:12](=[N:27][OH:28])[CH3:13], predict the reactants needed to synthesize it. The reactants are: [Cl:1][C:2]1[CH:18]=[C:17]([O:19][CH2:20][CH:21]=[C:22]([Cl:24])[Cl:23])[CH:16]=[C:15]([Cl:25])[C:3]=1[O:4][CH2:5][CH2:6][CH2:7][CH2:8][CH2:9][O:10][CH2:11][C:12](=O)[CH3:13].Cl.[NH2:27][OH:28].Cl. (8) Given the product [F:46][C:2]1([F:1])[CH2:3][CH2:4][CH:5]([C:8]2[C:17]3[CH:16]([OH:18])[CH2:15][C:14]([CH3:19])([CH3:20])[CH2:13][C:12]=3[N:11]=[C:10]([CH:21]3[CH2:22][CH2:23][N:24]([C:27]4[N:32]=[CH:31][C:30]([O:33][CH2:54][CH:55]([CH3:57])[CH3:56])=[CH:29][N:28]=4)[CH2:25][CH2:26]3)[C:9]=2[CH:34]([F:45])[C:35]2[CH:36]=[CH:37][C:38]([C:41]([F:43])([F:42])[F:44])=[CH:39][CH:40]=2)[CH2:6][CH2:7]1, predict the reactants needed to synthesize it. The reactants are: [F:1][C:2]1([F:46])[CH2:7][CH2:6][CH:5]([C:8]2[C:17]3[CH:16]([OH:18])[CH2:15][C:14]([CH3:20])([CH3:19])[CH2:13][C:12]=3[N:11]=[C:10]([CH:21]3[CH2:26][CH2:25][N:24]([C:27]4[N:32]=[CH:31][C:30]([OH:33])=[CH:29][N:28]=4)[CH2:23][CH2:22]3)[C:9]=2[CH:34]([F:45])[C:35]2[CH:40]=[CH:39][C:38]([C:41]([F:44])([F:43])[F:42])=[CH:37][CH:36]=2)[CH2:4][CH2:3]1.C(=O)([O-])[O-].[Cs+].[Cs+].I[CH2:54][CH:55]([CH3:57])[CH3:56].O.